Task: Predict the reactants needed to synthesize the given product.. Dataset: Full USPTO retrosynthesis dataset with 1.9M reactions from patents (1976-2016) (1) Given the product [N:17]12[CH2:18][CH2:19][CH:20]([CH2:21][CH2:22]1)[CH:15]([CH2:14][C:12]1[NH:13][C:4](=[O:6])[C:3]3[C:2]([CH:1]=1)=[C:10]([CH3:11])[CH:9]=[CH:8][CH:7]=3)[CH2:16]2, predict the reactants needed to synthesize it. The reactants are: [CH3:1][C:2]1[C:10]([CH3:11])=[CH:9][CH:8]=[CH:7][C:3]=1[C:4]([OH:6])=O.[C:12]([CH2:14][CH:15]1[CH:20]2[CH2:21][CH2:22][N:17]([CH2:18][CH2:19]2)[CH2:16]1)#[N:13]. (2) Given the product [Cl:35][C:33]1[CH:32]=[CH:31][C:29]2[N:30]=[C:26]([NH:1][C:2]3[CH:3]=[CH:4][C:5]([C:8]4[CH:13]=[CH:12][C:11]([C:14](=[O:24])[CH2:15][CH:16]([CH2:21][CH2:22][CH3:23])[C:17]([OH:19])=[O:18])=[CH:10][CH:9]=4)=[CH:6][CH:7]=3)[S:27][C:28]=2[CH:34]=1, predict the reactants needed to synthesize it. The reactants are: [NH2:1][C:2]1[CH:7]=[CH:6][C:5]([C:8]2[CH:13]=[CH:12][C:11]([C:14](=[O:24])[CH2:15][CH:16]([CH2:21][CH2:22][CH3:23])[C:17]([O:19]C)=[O:18])=[CH:10][CH:9]=2)=[CH:4][CH:3]=1.Cl[C:26]1[S:27][C:28]2[CH:34]=[C:33]([Cl:35])[CH:32]=[CH:31][C:29]=2[N:30]=1.S1C2C=CC=CC=2N=C1NC1C=CC(C2C=CC(C(=O)CC(C)(C)C(O)=O)=CC=2)=CC=1. (3) Given the product [Br:4][C:5]1[CH:6]=[C:7]([CH2:8][C:1]#[N:2])[CH:10]=[C:11]([F:13])[CH:12]=1, predict the reactants needed to synthesize it. The reactants are: [C-:1]#[N:2].[Na+].[Br:4][C:5]1[CH:6]=[C:7]([CH:10]=[C:11]([F:13])[CH:12]=1)[CH2:8]Br. (4) Given the product [F:31][C:29]([F:30])([F:32])[O:28][C:25]1[CH:24]=[CH:23][C:22]([CH2:21][O:20][CH2:19][CH2:18][CH:15]2[CH2:14][CH2:13][N:12]([C:9]3[CH:8]=[CH:7][C:6]([OH:5])=[CH:11][CH:10]=3)[CH2:17][CH2:16]2)=[CH:27][CH:26]=1, predict the reactants needed to synthesize it. The reactants are: Cl.COC[O:5][C:6]1[CH:11]=[CH:10][C:9]([N:12]2[CH2:17][CH2:16][CH:15]([CH2:18][CH2:19][O:20][CH2:21][C:22]3[CH:27]=[CH:26][C:25]([O:28][C:29]([F:32])([F:31])[F:30])=[CH:24][CH:23]=3)[CH2:14][CH2:13]2)=[CH:8][CH:7]=1. (5) Given the product [F:44][C:43]([F:46])([F:45])[C:41]([OH:47])=[O:42].[NH2:7][C@@H:8]([CH2:33][C:34]1[CH:35]=[CH:36][CH:37]=[CH:38][CH:39]=1)[C@H:9]([OH:32])[CH2:10][N:11]([CH2:12][C:13]([CH3:19])([CH3:18])[CH2:14][CH2:15][C:16]#[N:17])[S:20]([C:23]1[CH:31]=[CH:30][C:26]2[O:27][CH2:28][O:29][C:25]=2[CH:24]=1)(=[O:21])=[O:22], predict the reactants needed to synthesize it. The reactants are: C(OC(=O)[NH:7][C@@H:8]([CH2:33][C:34]1[CH:39]=[CH:38][CH:37]=[CH:36][CH:35]=1)[C@H:9]([OH:32])[CH2:10][N:11]([S:20]([C:23]1[CH:31]=[CH:30][C:26]2[O:27][CH2:28][O:29][C:25]=2[CH:24]=1)(=[O:22])=[O:21])[CH2:12][C:13]([CH3:19])([CH3:18])[CH2:14][CH2:15][C:16]#[N:17])(C)(C)C.[C:41]([OH:47])([C:43]([F:46])([F:45])[F:44])=[O:42]. (6) Given the product [CH3:31][O:30][C:6]1[CH:5]=[C:4]([C:2]2[S:3][C:33]3[CH2:38][CH2:37][CH2:36][CH2:35][C:34]=3[N:1]=2)[CH:29]=[CH:28][C:7]=1[O:8][CH2:9][CH2:10][CH2:11][O:12][C:13]1[CH:14]=[C:15]2[C:19](=[CH:20][CH:21]=1)[C@H:18]([CH2:22][C:23]([O:25][CH2:26][CH3:27])=[O:24])[CH2:17][CH2:16]2, predict the reactants needed to synthesize it. The reactants are: [NH2:1][C:2]([C:4]1[CH:29]=[CH:28][C:7]([O:8][CH2:9][CH2:10][CH2:11][O:12][C:13]2[CH:14]=[C:15]3[C:19](=[CH:20][CH:21]=2)[C@H:18]([CH2:22][C:23]([O:25][CH2:26][CH3:27])=[O:24])[CH2:17][CH2:16]3)=[C:6]([O:30][CH3:31])[CH:5]=1)=[S:3].Cl[CH:33]1[CH2:38][CH2:37][CH2:36][CH2:35][C:34]1=O. (7) Given the product [O:1]=[S:2]1(=[O:27])[CH2:3][CH2:4][CH:5]([O:8][C:9]2[CH:14]=[C:13]([CH3:15])[C:12]([C:16]3[CH:21]=[CH:20][CH:19]=[C:18]([CH2:22][OH:23])[CH:17]=3)=[C:11]([CH3:26])[CH:10]=2)[CH2:6][CH2:7]1, predict the reactants needed to synthesize it. The reactants are: [O:1]=[S:2]1(=[O:27])[CH2:7][CH2:6][CH:5]([O:8][C:9]2[CH:14]=[C:13]([CH3:15])[C:12]([C:16]3[CH:21]=[CH:20][CH:19]=[C:18]([C:22](OC)=[O:23])[CH:17]=3)=[C:11]([CH3:26])[CH:10]=2)[CH2:4][CH2:3]1.[H-].[Al+3].[Li+].[H-].[H-].[H-].O.O.O.O.O.O.O.O.O.O.[O-]S([O-])(=O)=O.[Na+].[Na+]. (8) The reactants are: [NH2:1][C:2]1[C:6]2[CH:7]=[C:8]3[CH2:15][CH2:14][CH2:13][CH2:12][CH2:11][C:9]3=[N:10][C:5]=2[S:4][C:3]=1[C:16]([NH:18][C:19]1[S:20][C:21]([C:24]2[CH:29]=[CH:28][CH:27]=[CH:26][CH:25]=2)=[N:22][N:23]=1)=[O:17].[CH2:30](I)[CH2:31][CH2:32][CH3:33].C(Cl)Cl. Given the product [CH2:30]([NH:1][C:2]1[C:6]2[CH:7]=[C:8]3[CH2:15][CH2:14][CH2:13][CH2:12][CH2:11][C:9]3=[N:10][C:5]=2[S:4][C:3]=1[C:16]([NH:18][C:19]1[S:20][C:21]([C:24]2[CH:25]=[CH:26][CH:27]=[CH:28][CH:29]=2)=[N:22][N:23]=1)=[O:17])[CH2:31][CH2:32][CH3:33], predict the reactants needed to synthesize it. (9) Given the product [CH3:18][N:16]1[CH:11]([CH2:10][O:3][C:4]2[CH:5]=[CH:6][CH:7]=[CH:8][CH:9]=2)[CH2:12][CH2:13][CH2:14][C:15]1=[S:17], predict the reactants needed to synthesize it. The reactants are: [H-].[Na+].[O:3]([CH2:10][CH:11]1[NH:16][C:15](=[S:17])[CH2:14][CH2:13][CH2:12]1)[C:4]1[CH:9]=[CH:8][CH:7]=[CH:6][CH:5]=1.[CH3:18]I. (10) Given the product [CH2:27]([O:26][C:24]([C:2]1[N:7]=[CH:6][C:5]([O:8][Si:9]([CH:16]([CH3:18])[CH3:17])([CH:13]([CH3:15])[CH3:14])[CH:10]([CH3:12])[CH3:11])=[CH:4][N:3]=1)=[CH2:25])[CH3:28], predict the reactants needed to synthesize it. The reactants are: Cl[C:2]1[N:7]=[CH:6][C:5]([O:8][Si:9]([CH:16]([CH3:18])[CH3:17])([CH:13]([CH3:15])[CH3:14])[CH:10]([CH3:12])[CH3:11])=[CH:4][N:3]=1.C([Sn](CCCC)(CCCC)[C:24]([O:26][CH2:27][CH3:28])=[CH2:25])CCC.